From a dataset of Full USPTO retrosynthesis dataset with 1.9M reactions from patents (1976-2016). Predict the reactants needed to synthesize the given product. (1) Given the product [NH2:9][C:3]1[N:4]=[CH:5][N:6]=[C:7]([NH:10][CH:11]2[CH2:12][C:13]3([CH2:14][N:15]([C:17](=[O:19])[C:41]#[C:42][CH3:43])[CH2:16]3)[CH2:24]2)[C:2]=1[C:29]1[CH:30]=[CH:31][C:26]([O:25][C:32]2[CH:37]=[CH:36][CH:35]=[CH:34][CH:33]=2)=[CH:27][CH:28]=1, predict the reactants needed to synthesize it. The reactants are: Cl[C:2]1[C:3]([NH2:9])=[N:4][CH:5]=[N:6][C:7]=1Cl.[NH2:10][CH:11]1[CH2:24][C:13]2([CH2:16][N:15]([C:17]([O:19]C(C)(C)C)=O)[CH2:14]2)[CH2:12]1.[O:25]([C:32]1[CH:37]=[CH:36][C:35](B(O)O)=[CH:34][CH:33]=1)[C:26]1[CH:31]=[CH:30][CH:29]=[CH:28][CH:27]=1.[C:41](O)(=O)[C:42]#[C:43]C. (2) Given the product [I:11]/[C:3](/[CH2:4][CH2:5][CH3:6])=[CH:2]\[C:1]([O:8][CH2:9][CH3:10])=[O:7], predict the reactants needed to synthesize it. The reactants are: [C:1]([O:8][CH2:9][CH3:10])(=[O:7])[C:2]#[C:3][CH2:4][CH2:5][CH3:6].[I-:11].[Na+].C(OC)(C)(C)C.S([O-])([O-])(=O)=S.[Na+].[Na+]. (3) Given the product [CH3:50][C:49]1[CH:48]=[CH:47][N:46]=[CH:45][C:44]=1[N:39]1[CH2:38][CH2:37][C:36]2[C:41](=[CH:42][C:33]([O:32][C:2]3[CH:7]=[C:6]([C:8]([F:11])([F:10])[F:9])[CH:5]=[CH:4][N:3]=3)=[CH:34][CH:35]=2)[C:40]1=[O:43], predict the reactants needed to synthesize it. The reactants are: Cl[C:2]1[CH:7]=[C:6]([C:8]([F:11])([F:10])[F:9])[CH:5]=[CH:4][N:3]=1.[OH-].[K+].C1OCCOCCOCCOCCOCCOC1.[OH:32][C:33]1[CH:42]=[C:41]2[C:36]([CH2:37][CH2:38][N:39]([C:44]3[CH:45]=[N:46][CH:47]=[CH:48][C:49]=3[CH3:50])[C:40]2=[O:43])=[CH:35][CH:34]=1. (4) Given the product [CH3:18][C:17]1[CH:16]=[C:15]([C:19]#[N:20])[CH:14]=[C:13]([CH3:21])[C:12]=1[O:11][C:10]1[N:9]=[C:8]([NH:22][C:23]2[CH:28]=[CH:27][C:26]([C:29]#[N:30])=[CH:25][CH:24]=2)[N:7]=[C:6]([NH2:31])[C:5]=1[Br:4], predict the reactants needed to synthesize it. The reactants are: C(#N)C.[Br:4][C:5]1[C:6]([NH:31]C(=O)C2C=CC=CC=2)=[N:7][C:8]([NH:22][C:23]2[CH:28]=[CH:27][C:26]([C:29]#[N:30])=[CH:25][CH:24]=2)=[N:9][C:10]=1[O:11][C:12]1[C:17]([CH3:18])=[CH:16][C:15]([C:19]#[N:20])=[CH:14][C:13]=1[CH3:21].O.[OH-].[Li+]. (5) The reactants are: [OH:1][C@H:2]1[C@H:6]([OH:7])[CH2:5][CH:4]([C:8]([O:10][CH3:11])=[O:9])[CH2:3]1.Cl([O-])(=O)(=O)=O.[Mg+2].Cl([O-])(=O)(=O)=O.C(OC(O[C:26]([CH3:29])([CH3:28])[CH3:27])=O)(O[C:26]([CH3:29])([CH3:28])[CH3:27])=O.CC(O)C.CCCCCC. Given the product [C:26]([O:1][C@H:2]1[C@H:6]([OH:7])[CH2:5][C@@H:4]([C:8]([O:10][CH3:11])=[O:9])[CH2:3]1)([CH3:29])([CH3:28])[CH3:27], predict the reactants needed to synthesize it. (6) Given the product [Br:19][CH2:1][C:2]1[C:7]([CH3:8])=[CH:6][N:5]=[C:4]([C:9]2[CH:14]=[CH:13][C:12]([C:15]([F:18])([F:17])[F:16])=[CH:11][CH:10]=2)[N:3]=1, predict the reactants needed to synthesize it. The reactants are: [CH3:1][C:2]1[C:7]([CH3:8])=[CH:6][N:5]=[C:4]([C:9]2[CH:14]=[CH:13][C:12]([C:15]([F:18])([F:17])[F:16])=[CH:11][CH:10]=2)[N:3]=1.[Br:19]Br. (7) Given the product [CH3:15]/[C:5](/[CH2:6][CH2:7][CH2:8][CH2:9][CH2:10][CH2:11][CH2:12][CH2:13][CH3:14])=[CH:4]\[CH2:3][CH2:2][C:16]#[N:17], predict the reactants needed to synthesize it. The reactants are: Br[CH2:2][CH2:3]/[CH:4]=[C:5](\[CH3:15])/[CH2:6][CH2:7][CH2:8][CH2:9][CH2:10][CH2:11][CH2:12][CH2:13][CH3:14].[C-:16]#[N:17].[K+]. (8) Given the product [CH3:1][O:2][C:3]([C:5]1([NH:11][C:12]([O:14][C:15]([CH3:18])([CH3:17])[CH3:16])=[O:13])[CH2:10][CH2:9][N:8]([S:25]([C:22]2[CH:23]=[CH:24][C:19]([CH3:29])=[CH:20][CH:21]=2)(=[O:27])=[O:26])[CH2:7][CH2:6]1)=[O:4], predict the reactants needed to synthesize it. The reactants are: [CH3:1][O:2][C:3]([C:5]1([NH:11][C:12]([O:14][C:15]([CH3:18])([CH3:17])[CH3:16])=[O:13])[CH2:10][CH2:9][NH:8][CH2:7][CH2:6]1)=[O:4].[C:19]1([CH3:29])[CH:24]=[CH:23][C:22]([S:25](Cl)(=[O:27])=[O:26])=[CH:21][CH:20]=1.CCN(CC)CC.C([O-])(O)=O.[Na+]. (9) The reactants are: [NH2:1][C:2]1[NH:7][C:6](=[O:8])[NH:5][C:4](=[O:9])[CH:3]=1.C([O-])(=O)C.[Na+].Cl[CH2:16][C:17](=O)[CH3:18]. Given the product [CH3:18][C:17]1[NH:1][C:2]2[N:7]=[C:6]([OH:8])[N:5]=[C:4]([OH:9])[C:3]=2[CH:16]=1, predict the reactants needed to synthesize it.